Dataset: Catalyst prediction with 721,799 reactions and 888 catalyst types from USPTO. Task: Predict which catalyst facilitates the given reaction. (1) Reactant: [CH2:1]([NH:3][C:4]1[CH:9]=[CH:8][CH:7]=[CH:6][CH:5]=1)[CH3:2].[CH2:10]1[O:12][CH:11]1[CH2:13][OH:14].C(O)C. Product: [CH2:1]([N:3]([C:4]1[CH:9]=[CH:8][CH:7]=[CH:6][CH:5]=1)[CH2:10][CH:11]([OH:12])[CH2:13][OH:14])[CH3:2]. The catalyst class is: 6. (2) Reactant: [CH3:1][O:2][C:3]1[CH:4]=[C:5]([C:11]2[CH:12]=[CH:13][C:14]3[N:15]([C:17]([C:21]4[CH:28]=[CH:27][C:24]([C:25]#[N:26])=[CH:23][CH:22]=4)=[C:18]([CH3:20])[N:19]=3)[N:16]=2)[CH:6]=[CH:7][C:8]=1[O:9][CH3:10].[N-:29]=[N+:30]=[N-:31].[Na+].[Cl-].[NH4+]. Product: [CH3:1][O:2][C:3]1[CH:4]=[C:5]([C:11]2[CH:12]=[CH:13][C:14]3[N:15]([C:17]([C:21]4[CH:28]=[CH:27][C:24]([C:25]5[NH:31][N:30]=[N:29][N:26]=5)=[CH:23][CH:22]=4)=[C:18]([CH3:20])[N:19]=3)[N:16]=2)[CH:6]=[CH:7][C:8]=1[O:9][CH3:10]. The catalyst class is: 3. (3) Reactant: C(OC(=O)[NH:7][CH2:8][CH:9]1[CH2:14][CH2:13][N:12]([C:15]2[CH:20]=[CH:19][N:18]=[C:17]([OH:21])[CH:16]=2)[CH2:11][CH2:10]1)(C)(C)C.C1(C)C=CC=CC=1. Product: [NH2:7][CH2:8][CH:9]1[CH2:14][CH2:13][N:12]([C:15]2[CH:20]=[CH:19][N:18]=[C:17]([OH:21])[CH:16]=2)[CH2:11][CH2:10]1. The catalyst class is: 2. (4) Reactant: C(OC(=O)[NH:7][C:8]1[CH:13]=[C:12]([N:14]([CH2:16][CH:17]([CH3:19])[CH3:18])[CH3:15])[C:11]([C:20]([F:23])([F:22])[F:21])=[CH:10][C:9]=1[NH:24][C:25](=[O:43])[CH2:26][C:27]([C:29]1[CH:34]=[CH:33][CH:32]=[C:31]([C:35]2[CH:40]=[C:39]([CH3:41])[N:38]=[C:37]([CH3:42])[CH:36]=2)[CH:30]=1)=O)(C)(C)C.C(O)(C(F)(F)F)=O. Product: [CH3:42][C:37]1[CH:36]=[C:35]([C:31]2[CH:30]=[C:29]([C:27]3[CH2:26][C:25](=[O:43])[NH:24][C:9]4[CH:10]=[C:11]([C:20]([F:22])([F:21])[F:23])[C:12]([N:14]([CH2:16][CH:17]([CH3:18])[CH3:19])[CH3:15])=[CH:13][C:8]=4[N:7]=3)[CH:34]=[CH:33][CH:32]=2)[CH:40]=[C:39]([CH3:41])[N:38]=1. The catalyst class is: 2. (5) Reactant: [Cl:1][CH2:2][CH:3]([OH:11])[CH2:4][N:5]1[CH2:9][CH2:8][CH2:7][C:6]1=[O:10].CC(OI1(OC(C)=O)(OC(C)=O)OC(=O)C2C=CC=CC1=2)=O. Product: [Cl:1][CH2:2][C:3](=[O:11])[CH2:4][N:5]1[CH2:9][CH2:8][CH2:7][C:6]1=[O:10]. The catalyst class is: 4. (6) Reactant: Cl[C:2]1[N:7]=[CH:6][C:5]([S:8]([NH:11][C:12]2[CH:17]=[C:16]([C:18]([N:20]3[CH2:25][CH2:24][CH:23]([C:26]4[CH:31]=[CH:30][C:29]([C:32]#[N:33])=[CH:28][CH:27]=4)[CH2:22][CH2:21]3)=[O:19])[CH:15]=[CH:14][C:13]=2[CH3:34])(=[O:10])=[O:9])=[CH:4][CH:3]=1.C([O-])(=[O:37])C.[K+].C(O)(=O)C. Product: [C:32]([C:29]1[CH:30]=[CH:31][C:26]([CH:23]2[CH2:24][CH2:25][N:20]([C:18]([C:16]3[CH:15]=[CH:14][C:13]([CH3:34])=[C:12]([NH:11][S:8]([C:5]4[CH:4]=[CH:3][C:2](=[O:37])[NH:7][CH:6]=4)(=[O:10])=[O:9])[CH:17]=3)=[O:19])[CH2:21][CH2:22]2)=[CH:27][CH:28]=1)#[N:33]. The catalyst class is: 6. (7) Reactant: [F:1][C:2]1[CH:3]=[C:4]([CH:19]=[CH:20][C:21]=1[C:22](=[O:25])[NH:23][CH3:24])[CH2:5][C:6]1[C:7]([CH3:18])=[C:8]([CH3:17])[C:9]([OH:16])=[C:10]([CH:15]=1)[C:11]([O:13][CH3:14])=[O:12].[H-].[Na+].C1C=CC(N([S:35]([C:38]([F:41])([F:40])[F:39])(=[O:37])=[O:36])[S:35]([C:38]([F:41])([F:40])[F:39])(=[O:37])=[O:36])=CC=1.Cl. Product: [F:1][C:2]1[CH:3]=[C:4]([CH:19]=[CH:20][C:21]=1[C:22](=[O:25])[NH:23][CH3:24])[CH2:5][C:6]1[C:7]([CH3:18])=[C:8]([CH3:17])[C:9]([O:16][S:35]([C:38]([F:41])([F:40])[F:39])(=[O:37])=[O:36])=[C:10]([CH:15]=1)[C:11]([O:13][CH3:14])=[O:12]. The catalyst class is: 3.